Dataset: Reaction yield outcomes from USPTO patents with 853,638 reactions. Task: Predict the reaction yield, written as a fraction of the theoretical maximum amount of product (1.0 means a 100% yield; for example, 0.34 means a 34% yield). The reactants are CI.[CH2:3]([O:10][C:11](=[O:26])[CH2:12][CH2:13][C@H:14]([NH:18][C:19]([O:21][C:22]([CH3:25])([CH3:24])[CH3:23])=[O:20])[C:15]([OH:17])=[O:16])[C:4]1[CH:9]=[CH:8][CH:7]=[CH:6][CH:5]=1.[C:27]([O-])([O-])=O.[K+].[K+].CCOC(C)=O. The catalyst is CN(C=O)C.C(Cl)(Cl)Cl.CO. The product is [C:22]([O:21][C:19]([NH:18][C@@H:14]([CH2:13][CH2:12][C:11]([O:10][CH2:3][C:4]1[CH:9]=[CH:8][CH:7]=[CH:6][CH:5]=1)=[O:26])[C:15]([O:17][CH3:27])=[O:16])=[O:20])([CH3:23])([CH3:25])[CH3:24]. The yield is 0.820.